Dataset: Full USPTO retrosynthesis dataset with 1.9M reactions from patents (1976-2016). Task: Predict the reactants needed to synthesize the given product. Given the product [Br:30][C:13]1[NH:14][C:15]2[C:11]([C:12]=1[CH:17]1[CH2:22][CH2:21][CH2:20][CH2:19][CH2:18]1)=[CH:10][CH:9]=[C:8]([C:6]([O:5][C:1]([CH3:4])([CH3:2])[CH3:3])=[O:7])[CH:16]=2, predict the reactants needed to synthesize it. The reactants are: [C:1]([O:5][C:6]([C:8]1[CH:16]=[C:15]2[C:11]([C:12]([CH:17]3[CH2:22][CH2:21][CH2:20][CH2:19][CH2:18]3)=[CH:13][NH:14]2)=[CH:10][CH:9]=1)=[O:7])([CH3:4])([CH3:3])[CH3:2].C1C(=O)N([Br:30])C(=O)C1.S([O-])([O-])(=O)=S.[Na+].[Na+].CCOC(C)=O.